Regression. Given two drug SMILES strings and cell line genomic features, predict the synergy score measuring deviation from expected non-interaction effect. From a dataset of Merck oncology drug combination screen with 23,052 pairs across 39 cell lines. (1) Drug 1: CN(C)C(=N)N=C(N)N. Drug 2: COC1=C2CC(C)CC(OC)C(O)C(C)C=C(C)C(OC(N)=O)C(OC)C=CC=C(C)C(=O)NC(=CC1=O)C2=O. Cell line: A427. Synergy scores: synergy=1.49. (2) Drug 1: O=c1[nH]cc(F)c(=O)[nH]1. Drug 2: NC(=O)c1cccc2cn(-c3ccc(C4CCCNC4)cc3)nc12. Cell line: HT144. Synergy scores: synergy=-2.57. (3) Drug 2: Cc1nc(Nc2ncc(C(=O)Nc3c(C)cccc3Cl)s2)cc(N2CCN(CCO)CC2)n1. Cell line: RKO. Synergy scores: synergy=17.3. Drug 1: O=c1[nH]cc(F)c(=O)[nH]1. (4) Drug 1: CC(=O)OC1C(=O)C2(C)C(O)CC3OCC3(OC(C)=O)C2C(OC(=O)c2ccccc2)C2(O)CC(OC(=O)C(O)C(NC(=O)c3ccccc3)c3ccccc3)C(C)=C1C2(C)C. Drug 2: CC1(c2nc3c(C(N)=O)cccc3[nH]2)CCCN1. Cell line: MSTO. Synergy scores: synergy=18.3.